Dataset: Forward reaction prediction with 1.9M reactions from USPTO patents (1976-2016). Task: Predict the product of the given reaction. (1) Given the reactants Br[CH2:2][CH2:3][O:4][C:5]1[CH:6]=[CH:7][C:8]([Cl:30])=[C:9]([CH:29]=1)[C:10]([NH:12][C:13](=[O:28])[NH:14][C:15]1[S:16][C:17]2[CH:23]=[C:22]([S:24]([CH3:27])(=[O:26])=[O:25])[CH:21]=[CH:20][C:18]=2[N:19]=1)=[O:11].[CH3:31][NH:32][CH3:33], predict the reaction product. The product is: [Cl:30][C:8]1[CH:7]=[CH:6][C:5]([O:4][CH2:3][CH2:2][N:32]([CH3:33])[CH3:31])=[CH:29][C:9]=1[C:10]([NH:12][C:13](=[O:28])[NH:14][C:15]1[S:16][C:17]2[CH:23]=[C:22]([S:24]([CH3:27])(=[O:26])=[O:25])[CH:21]=[CH:20][C:18]=2[N:19]=1)=[O:11]. (2) Given the reactants [F:1][C:2]([F:19])([F:18])[C:3]1[CH:8]=[C:7]([C:9]2[CH:14]=[CH:13][C:12](SC)=[CH:11][CH:10]=2)[NH:6][C:5](=[O:17])[CH:4]=1.O[O:21][S:22]([O-:24])=O.[K+].[CH3:26]O, predict the reaction product. The product is: [F:18][C:2]([F:1])([F:19])[C:3]1[CH:8]=[C:7]([C:9]2[CH:10]=[CH:11][C:12]([S:22]([CH3:26])(=[O:24])=[O:21])=[CH:13][CH:14]=2)[NH:6][C:5](=[O:17])[CH:4]=1. (3) Given the reactants [CH3:1][CH:2]([CH3:20])[C@@H:3]([NH:12]C(=O)OC(C)(C)C)[C:4](=[O:11])[NH:5][CH2:6][C:7]([F:10])([F:9])[F:8].C(O)(C(F)(F)F)=O.C(Cl)[Cl:29], predict the reaction product. The product is: [ClH:29].[NH2:12][C@H:3]([CH:2]([CH3:20])[CH3:1])[C:4]([NH:5][CH2:6][C:7]([F:8])([F:9])[F:10])=[O:11]. (4) Given the reactants C(OC(=O)[NH:7][CH2:8][C:9]1[CH:14]=[CH:13][CH:12]=[C:11]([NH:15][C:16]2[C:17]3[C:24]([C:25](=[O:32])[C:26]4[CH:31]=[CH:30][CH:29]=[CH:28][CH:27]=4)=[CH:23][NH:22][C:18]=3[N:19]=[CH:20][N:21]=2)[CH:10]=1)(C)(C)C.Cl, predict the reaction product. The product is: [NH2:7][CH2:8][C:9]1[CH:10]=[C:11]([NH:15][C:16]2[C:17]3[C:24]([C:25]([C:26]4[CH:27]=[CH:28][CH:29]=[CH:30][CH:31]=4)=[O:32])=[CH:23][NH:22][C:18]=3[N:19]=[CH:20][N:21]=2)[CH:12]=[CH:13][CH:14]=1. (5) Given the reactants [NH2:1][C:2]1[N:10]=[CH:9][CH:8]=[CH:7][C:3]=1[C:4]([OH:6])=[O:5].[Br:11]N1C(=O)CCC1=O, predict the reaction product. The product is: [Br:11][C:8]1[CH:9]=[N:10][C:2]([NH2:1])=[C:3]([CH:7]=1)[C:4]([OH:6])=[O:5]. (6) Given the reactants [H-].[Na+].[O:3]=[C:4]1[CH2:8][C:7]2([CH2:13][CH2:12][N:11]([C:14]([O:16][C:17]([CH3:20])([CH3:19])[CH3:18])=[O:15])[CH2:10][CH2:9]2)[CH2:6][NH:5]1.Br[CH2:22][C:23]1[CH:32]=[CH:31][C:26]([C:27]([O:29][CH3:30])=[O:28])=[CH:25][CH:24]=1.Cl, predict the reaction product. The product is: [CH3:30][O:29][C:27]([C:26]1[CH:31]=[CH:32][C:23]([CH2:22][N:5]2[C:4](=[O:3])[CH2:8][C:7]3([CH2:13][CH2:12][N:11]([C:14]([O:16][C:17]([CH3:20])([CH3:19])[CH3:18])=[O:15])[CH2:10][CH2:9]3)[CH2:6]2)=[CH:24][CH:25]=1)=[O:28]. (7) Given the reactants [Cl:1][C:2]1[C:7]2[NH:8][CH:9]=[CH:10][C:6]=2[C:5]([C:11]([OH:13])=O)=[CH:4][N:3]=1.[NH:14]1[CH2:19][CH2:18][O:17][CH2:16][CH2:15]1, predict the reaction product. The product is: [Cl:1][C:2]1[N:3]=[CH:4][C:5]([C:11]([N:14]2[CH2:19][CH2:18][O:17][CH2:16][CH2:15]2)=[O:13])=[C:6]2[CH:10]=[CH:9][NH:8][C:7]=12.